Dataset: Reaction yield outcomes from USPTO patents with 853,638 reactions. Task: Predict the reaction yield, written as a fraction of the theoretical maximum amount of product (1.0 means a 100% yield; for example, 0.34 means a 34% yield). (1) The reactants are CC1[N:3]([C:8]2[CH:18]=[C:11]3[CH:12]([CH3:17])[N:13]([CH3:16])[CH2:14][CH2:15][N:10]3[N:9]=2)C(C)=CC=1.NO.Cl. The catalyst is C(O)C. The product is [CH3:17][CH:12]1[N:13]([CH3:16])[CH2:14][CH2:15][N:10]2[N:9]=[C:8]([NH2:3])[CH:18]=[C:11]12. The yield is 0.190. (2) The catalyst is C(OCC)(=O)C. The reactants are Cl[Si:2]1([CH2:8][CH2:9][CH2:10][CH2:11][C:12]([O:14][CH2:15][C:16]2[CH:21]=[CH:20][CH:19]=[CH:18][CH:17]=2)=[O:13])[CH2:7][CH2:6][CH2:5][CH2:4][CH2:3]1.[OH2:22]. The yield is 0.550. The product is [OH:22][Si:2]1([CH2:8][CH2:9][CH2:10][CH2:11][C:12]([O:14][CH2:15][C:16]2[CH:21]=[CH:20][CH:19]=[CH:18][CH:17]=2)=[O:13])[CH2:7][CH2:6][CH2:5][CH2:4][CH2:3]1. (3) The reactants are Cl.[CH3:2][NH:3][O:4][CH3:5].[Cl:6][C:7]1[CH:8]=[C:9]2[C:13](=[CH:14][CH:15]=1)[NH:12][C:11]([C:16]([NH:18][CH2:19][CH:20]([OH:24])[C:21]([OH:23])=O)=[O:17])=[CH:10]2. No catalyst specified. The product is [OH:24][CH:20]([C:21](=[O:23])[N:3]([O:4][CH3:5])[CH3:2])[CH2:19][NH:18][C:16]([C:11]1[NH:12][C:13]2[C:9]([CH:10]=1)=[CH:8][C:7]([Cl:6])=[CH:15][CH:14]=2)=[O:17]. The yield is 0.690. (4) The reactants are [CH2:1]([OH:7])[CH2:2][CH2:3][CH2:4][CH2:5][CH3:6].[C:8](=[O:10])=[O:9]. No catalyst specified. The product is [C:8](=[O:10])([O:9][CH2:1][CH2:2][CH2:3][CH2:4][CH2:5][CH3:6])[O:7][CH2:1][CH2:2][CH2:3][CH2:4][CH2:5][CH3:6]. The yield is 0.140. (5) The yield is 0.990. The reactants are [C:1]([O:4][CH:5]([CH2:16][CH2:17][CH2:18][CH2:19][CH2:20][CH2:21][O:22][Si](C(C)(C)C)(C)C)[CH2:6][CH2:7][CH2:8][CH2:9][C:10]#[C:11][Si](C)(C)C)(=[O:3])[CH3:2].[N+](CCCC)(CCCC)(CCCC)CCCC.[F-]. No catalyst specified. The product is [C:1]([O:4][CH:5]([CH2:16][CH2:17][CH2:18][CH2:19][CH2:20][CH2:21][OH:22])[CH2:6][CH2:7][CH2:8][CH2:9][C:10]#[CH:11])(=[O:3])[CH3:2]. (6) The reactants are [NH2:1][C:2]1[CH:7]=[CH:6][C:5]([N:8]([CH2:11][CH3:12])[CH2:9][CH3:10])=[CH:4][C:3]=1[C:13]1[CH:14]=[C:15]([CH:29]=[CH:30][N:31]=1)[C:16]([NH:18][C@@H:19]1[C:28]2[C:23](=[CH:24][CH:25]=[CH:26][CH:27]=2)[CH2:22][CH2:21][CH2:20]1)=[O:17].[C:32]([O:36][C:37]([C:39]1[CH:40]=[C:41]([CH:45]=[CH:46][CH:47]=1)[C:42](O)=[O:43])=[O:38])([CH3:35])([CH3:34])[CH3:33].CCN(C(C)C)C(C)C.CN(C(ON1N=NC2C=CC=NC1=2)=[N+](C)C)C.F[P-](F)(F)(F)(F)F. The catalyst is CN(C=O)C.C(OCC)(=O)C. The product is [CH2:9]([N:8]([CH2:11][CH3:12])[C:5]1[CH:6]=[CH:7][C:2]([NH:1][C:42]([C:41]2[CH:40]=[C:39]([CH:47]=[CH:46][CH:45]=2)[C:37]([O:36][C:32]([CH3:34])([CH3:35])[CH3:33])=[O:38])=[O:43])=[C:3]([C:13]2[CH:14]=[C:15]([C:16](=[O:17])[NH:18][C@@H:19]3[C:28]4[C:23](=[CH:24][CH:25]=[CH:26][CH:27]=4)[CH2:22][CH2:21][CH2:20]3)[CH:29]=[CH:30][N:31]=2)[CH:4]=1)[CH3:10]. The yield is 0.980.